Dataset: Forward reaction prediction with 1.9M reactions from USPTO patents (1976-2016). Task: Predict the product of the given reaction. (1) Given the reactants [C:1]1([NH2:8])[CH:6]=[CH:5][CH:4]=[CH:3][C:2]=1[NH2:7].[F:9][C:10]([F:23])([F:22])[C:11]1[CH:12]=[C:13]([C:17](=O)[C:18](=O)[CH3:19])[CH:14]=[CH:15][CH:16]=1.Cl, predict the reaction product. The product is: [CH3:19][C:18]1[C:17]([C:13]2[CH:14]=[CH:15][CH:16]=[C:11]([C:10]([F:9])([F:22])[F:23])[CH:12]=2)=[N:8][C:1]2[C:2](=[CH:3][CH:4]=[CH:5][CH:6]=2)[N:7]=1. (2) Given the reactants [Cl:1][C:2]1[C:3]([F:14])=[C:4]([C:9](=[O:13])[CH2:10][CH2:11][I:12])[C:5]([F:8])=[CH:6][CH:7]=1.[Na+].[I-], predict the reaction product. The product is: [Cl:1][C:2]1[C:3]([F:14])=[C:4]([C@H:9]([OH:13])[CH2:10][CH2:11][I:12])[C:5]([F:8])=[CH:6][CH:7]=1. (3) Given the reactants [CH2:1]([O:3][CH:4]([O:19][CH2:20][CH3:21])[C@@H:5]([NH:7][CH2:8][C:9]1[CH:18]=[CH:17][CH:16]=[C:15]2[C:10]=1[CH:11]=[CH:12][N:13]=[CH:14]2)[CH3:6])[CH3:2].[CH:22]1[C:34]2[CH:33]([CH2:35][O:36][C:37]([NH:39][C@@H:40]([CH2:44][C:45]3[CH:50]=[CH:49][C:48]([O:51][C:52]([CH3:55])([CH3:54])[CH3:53])=[CH:47][CH:46]=3)[C:41](O)=[O:42])=[O:38])[C:32]3[C:27](=[CH:28][CH:29]=[CH:30][CH:31]=3)[C:26]=2[CH:25]=[CH:24][CH:23]=1, predict the reaction product. The product is: [C:52]([O:51][C:48]1[CH:47]=[CH:46][C:45]([CH2:44][C@H:40]([NH:39][C:37](=[O:38])[O:36][CH2:35][CH:33]2[C:34]3[CH:22]=[CH:23][CH:24]=[CH:25][C:26]=3[C:27]3[C:32]2=[CH:31][CH:30]=[CH:29][CH:28]=3)[C:41]([N:7]([C@@H:5]([CH3:6])[CH:4]([O:19][CH2:20][CH3:21])[O:3][CH2:1][CH3:2])[CH2:8][C:9]2[CH:18]=[CH:17][CH:16]=[C:15]3[C:10]=2[CH:11]=[CH:12][N:13]=[CH:14]3)=[O:42])=[CH:50][CH:49]=1)([CH3:55])([CH3:53])[CH3:54]. (4) Given the reactants [OH-].[Li+].[Br:3][C:4]1[C:12]2[C:7](=[CH:8][CH:9]=[C:10]([NH:13][C:14]([O:16][C:17]([CH3:20])([CH3:19])[CH3:18])=[O:15])[CH:11]=2)[NH:6][C:5]=1[C:21]([O:23]CC)=[O:22].CO.O, predict the reaction product. The product is: [Br:3][C:4]1[C:12]2[C:7](=[CH:8][CH:9]=[C:10]([NH:13][C:14]([O:16][C:17]([CH3:20])([CH3:18])[CH3:19])=[O:15])[CH:11]=2)[NH:6][C:5]=1[C:21]([OH:23])=[O:22]. (5) Given the reactants Br[C:2]1[C:11]2[C:6](=[CH:7][CH:8]=[CH:9][CH:10]=2)[C:5]([F:12])=[CH:4][CH:3]=1.[Cl:13][C:14]1[CH:15]=[C:16]([CH:18]=[CH:19][CH:20]=1)[NH2:17].CC(C)([O-])C.[Na+], predict the reaction product. The product is: [Cl:13][C:14]1[CH:15]=[C:16]([NH:17][C:2]2[C:11]3[C:6](=[CH:7][CH:8]=[CH:9][CH:10]=3)[C:5]([F:12])=[CH:4][CH:3]=2)[CH:18]=[CH:19][CH:20]=1.